This data is from Reaction yield outcomes from USPTO patents with 853,638 reactions. The task is: Predict the reaction yield, written as a fraction of the theoretical maximum amount of product (1.0 means a 100% yield; for example, 0.34 means a 34% yield). (1) The reactants are [N:1]1[C:10]2[C:5](=[CH:6][CH:7]=[CH:8][CH:9]=2)[CH:4]=[C:3]([CH:11]=[CH:12][CH:13]=[O:14])[CH:2]=1.[BH4-].[Na+].C(OC(C)C)(=O)C.[Cl-].[NH4+]. The catalyst is CO. The product is [N:1]1[C:10]2[C:5](=[CH:6][CH:7]=[CH:8][CH:9]=2)[CH:4]=[C:3]([CH:11]=[CH:12][CH2:13][OH:14])[CH:2]=1. The yield is 0.654. (2) The reactants are C(N(C1C=CC=CC=1)S(C1C=CC(N2C(=O)C3CN(C(OC(C)(C)C)=O)CCC=3N2)=NC=1)(=O)=O)C.[CH:36]1([N:41]([CH2:60][CH:61]2[CH2:65][O:64]C(C)(C)[O:62]2)[S:42]([C:45]2[CH:46]=[N:47][C:48]([N:51]3[C:55](=[O:56])[C:54]4[CH2:57][S:58][CH2:59][C:53]=4[NH:52]3)=[CH:49][CH:50]=2)(=[O:44])=[O:43])[CH2:40][CH2:39][CH2:38][CH2:37]1. The catalyst is CC(O)=O. The product is [CH:36]1([N:41]([CH2:60][CH:61]([OH:62])[CH2:65][OH:64])[S:42]([C:45]2[CH:46]=[N:47][C:48]([N:51]3[C:55](=[O:56])[C:54]4[CH2:57][S:58][CH2:59][C:53]=4[NH:52]3)=[CH:49][CH:50]=2)(=[O:43])=[O:44])[CH2:40][CH2:39][CH2:38][CH2:37]1. The yield is 0.300. (3) The reactants are Cl[C:2]1[CH:7]=[CH:6][N:5]=[C:4]2[NH:8][CH:9]=[CH:10][C:3]=12.[N-:11]=[N+:12]=[N-:13].[Na+].[Cl-].[NH4+]. The catalyst is CN(C=O)C. The product is [N:11]([C:2]1[CH:7]=[CH:6][N:5]=[C:4]2[NH:8][CH:9]=[CH:10][C:3]=12)=[N+:12]=[N-:13]. The yield is 0.770. (4) The reactants are [CH2:1]([O:8][C:9]1[CH:18]=[C:17]2[C:12]([C:13](Cl)=[CH:14][CH:15]=[N:16]2)=[CH:11][C:10]=1[C:20]#[N:21])[C:2]1[CH:7]=[CH:6][CH:5]=[CH:4][CH:3]=1.[F:22][C:23]1[CH:24]=[C:25]([OH:32])[CH:26]=[CH:27][C:28]=1[N+:29]([O-:31])=[O:30].C(N(CC)C(C)C)(C)C.O. The catalyst is CN1CCCC1=O. The product is [CH2:1]([O:8][C:9]1[CH:18]=[C:17]2[C:12]([C:13]([O:32][C:25]3[CH:26]=[CH:27][C:28]([N+:29]([O-:31])=[O:30])=[C:23]([F:22])[CH:24]=3)=[CH:14][CH:15]=[N:16]2)=[CH:11][C:10]=1[C:20]#[N:21])[C:2]1[CH:7]=[CH:6][CH:5]=[CH:4][CH:3]=1. The yield is 0.400. (5) The reactants are [C:1]([C:4]1[CH:5]=[C:6]([NH:10]C(=O)C(F)(F)F)[CH:7]=[CH:8][CH:9]=1)(=[O:3])[CH3:2].[N+:17]([O-])([OH:19])=[O:18].[NH4+].[OH-]. The catalyst is OS(O)(=O)=O. The product is [C:1]([C:4]1[CH:5]=[C:6]([NH2:10])[CH:7]=[CH:8][C:9]=1[N+:17]([O-:19])=[O:18])(=[O:3])[CH3:2]. The yield is 0.540. (6) The reactants are C([Li])CCC.Br[C:7]1[S:8][CH:9]=[C:10]([Br:12])[N:11]=1.[O:13]=[C:14]1[CH2:17][N:16]([C:18]([O:20][C:21]([CH3:24])([CH3:23])[CH3:22])=[O:19])[CH2:15]1.[Cl-].[NH4+]. The catalyst is O1CCCC1. The product is [Br:12][C:10]1[N:11]=[C:7]([C:14]2([OH:13])[CH2:15][N:16]([C:18]([O:20][C:21]([CH3:23])([CH3:22])[CH3:24])=[O:19])[CH2:17]2)[S:8][CH:9]=1. The yield is 0.320.